This data is from NCI-60 drug combinations with 297,098 pairs across 59 cell lines. The task is: Regression. Given two drug SMILES strings and cell line genomic features, predict the synergy score measuring deviation from expected non-interaction effect. (1) Drug 1: C(CN)CNCCSP(=O)(O)O. Drug 2: C1C(C(OC1N2C=NC3=C2NC=NCC3O)CO)O. Cell line: SN12C. Synergy scores: CSS=3.04, Synergy_ZIP=-0.274, Synergy_Bliss=0.350, Synergy_Loewe=1.79, Synergy_HSA=-0.833. (2) Drug 1: CNC(=O)C1=CC=CC=C1SC2=CC3=C(C=C2)C(=NN3)C=CC4=CC=CC=N4. Drug 2: CC1C(C(=O)NC(C(=O)N2CCCC2C(=O)N(CC(=O)N(C(C(=O)O1)C(C)C)C)C)C(C)C)NC(=O)C3=C4C(=C(C=C3)C)OC5=C(C(=O)C(=C(C5=N4)C(=O)NC6C(OC(=O)C(N(C(=O)CN(C(=O)C7CCCN7C(=O)C(NC6=O)C(C)C)C)C)C(C)C)C)N)C. Cell line: HOP-92. Synergy scores: CSS=5.81, Synergy_ZIP=7.83, Synergy_Bliss=11.8, Synergy_Loewe=11.7, Synergy_HSA=10.2. (3) Drug 1: C1CC(C1)(C(=O)O)C(=O)O.[NH2-].[NH2-].[Pt+2]. Drug 2: CC1CCC2CC(C(=CC=CC=CC(CC(C(=O)C(C(C(=CC(C(=O)CC(OC(=O)C3CCCCN3C(=O)C(=O)C1(O2)O)C(C)CC4CCC(C(C4)OC)OCCO)C)C)O)OC)C)C)C)OC. Cell line: SR. Synergy scores: CSS=40.4, Synergy_ZIP=2.63, Synergy_Bliss=9.14, Synergy_Loewe=7.55, Synergy_HSA=9.00. (4) Drug 1: C1=CN(C=N1)CC(O)(P(=O)(O)O)P(=O)(O)O. Drug 2: CN1C2=C(C=C(C=C2)N(CCCl)CCCl)N=C1CCCC(=O)O.Cl. Cell line: KM12. Synergy scores: CSS=1.92, Synergy_ZIP=0.944, Synergy_Bliss=-1.08, Synergy_Loewe=-1.86, Synergy_HSA=-2.80. (5) Drug 1: C1=C(C(=O)NC(=O)N1)N(CCCl)CCCl. Drug 2: CC1=C2C(C(=O)C3(C(CC4C(C3C(C(C2(C)C)(CC1OC(=O)C(C(C5=CC=CC=C5)NC(=O)OC(C)(C)C)O)O)OC(=O)C6=CC=CC=C6)(CO4)OC(=O)C)O)C)O. Cell line: U251. Synergy scores: CSS=42.7, Synergy_ZIP=-13.3, Synergy_Bliss=-10.5, Synergy_Loewe=-19.6, Synergy_HSA=-5.04. (6) Drug 1: CC(C)(C#N)C1=CC(=CC(=C1)CN2C=NC=N2)C(C)(C)C#N. Drug 2: CN(CCCl)CCCl.Cl. Cell line: MOLT-4. Synergy scores: CSS=44.6, Synergy_ZIP=1.44, Synergy_Bliss=1.80, Synergy_Loewe=-0.838, Synergy_HSA=0.872. (7) Drug 1: CCC(=C(C1=CC=CC=C1)C2=CC=C(C=C2)OCCN(C)C)C3=CC=CC=C3.C(C(=O)O)C(CC(=O)O)(C(=O)O)O. Drug 2: CC1=C(C(=O)C2=C(C1=O)N3CC4C(C3(C2COC(=O)N)OC)N4)N. Cell line: CCRF-CEM. Synergy scores: CSS=29.6, Synergy_ZIP=1.20, Synergy_Bliss=2.14, Synergy_Loewe=-52.7, Synergy_HSA=1.12. (8) Drug 1: CNC(=O)C1=CC=CC=C1SC2=CC3=C(C=C2)C(=NN3)C=CC4=CC=CC=N4. Drug 2: C#CCC(CC1=CN=C2C(=N1)C(=NC(=N2)N)N)C3=CC=C(C=C3)C(=O)NC(CCC(=O)O)C(=O)O. Cell line: MCF7. Synergy scores: CSS=3.44, Synergy_ZIP=-1.03, Synergy_Bliss=1.09, Synergy_Loewe=1.26, Synergy_HSA=1.06.